Predict which catalyst facilitates the given reaction. From a dataset of Catalyst prediction with 721,799 reactions and 888 catalyst types from USPTO. Reactant: [C:1]([O:5][C:6]([N:8]1[CH2:13][CH2:12][C@H:11]([NH:14][C:15]([C:17]2[NH:18][C:19]([CH3:24])=[C:20]([Cl:23])[C:21]=2[Cl:22])=[O:16])[C@H:10]([CH2:25][OH:26])[CH2:9]1)=[O:7])([CH3:4])([CH3:3])[CH3:2].[S:27](Cl)([C:30]1[CH:36]=[CH:35][C:33]([CH3:34])=[CH:32][CH:31]=1)(=[O:29])=[O:28]. Product: [C:1]([O:5][C:6]([N:8]1[CH2:13][CH2:12][C@H:11]([NH:14][C:15]([C:17]2[NH:18][C:19]([CH3:24])=[C:20]([Cl:23])[C:21]=2[Cl:22])=[O:16])[C@H:10]([CH2:25][O:26][S:27]([C:30]2[CH:36]=[CH:35][C:33]([CH3:34])=[CH:32][CH:31]=2)(=[O:29])=[O:28])[CH2:9]1)=[O:7])([CH3:4])([CH3:3])[CH3:2]. The catalyst class is: 436.